Dataset: Forward reaction prediction with 1.9M reactions from USPTO patents (1976-2016). Task: Predict the product of the given reaction. (1) Given the reactants Cl.[Br:2][C:3]1[CH:8]=[CH:7][C:6]([NH:9][NH2:10])=[CH:5][CH:4]=1.[C:11]([O-])([O-])=[O:12].[K+].[K+].C(OC)=O, predict the reaction product. The product is: [Br:2][C:3]1[CH:8]=[CH:7][C:6]([NH:9][NH:10][CH:11]=[O:12])=[CH:5][CH:4]=1. (2) Given the reactants C(O[C:4]([C:6]1[C:11]([NH:12][C:13](=[O:24])[CH2:14][C:15]2[C:20]([F:21])=[CH:19][C:18]([F:22])=[CH:17][C:16]=2[F:23])=[CH:10][N:9]=[N:8][CH:7]=1)=[O:5])C, predict the reaction product. The product is: [F:21][C:20]1[CH:19]=[C:18]([F:22])[CH:17]=[C:16]([F:23])[C:15]=1[CH:14]1[C:13](=[O:24])[NH:12][C:11]2=[CH:10][N:9]=[N:8][CH:7]=[C:6]2[C:4]1=[O:5]. (3) Given the reactants [Cl:1][C:2]1[CH:11]=[CH:10][CH:9]=[C:8]2[C:3]=1[C:4](=[O:30])[N:5]([CH2:26][CH2:27][C:28]#[N:29])[C:6]([C@H:12]([CH:23]1[CH2:25][CH2:24]1)[NH:13][C:14]1[C:19]([Cl:20])=[C:18]([NH2:21])[N:17]=[C:16]([NH2:22])[N:15]=1)=[N:7]2.CC[OH:33].O, predict the reaction product. The product is: [Cl:1][C:2]1[CH:11]=[CH:10][CH:9]=[C:8]2[C:3]=1[C:4](=[O:30])[N:5]([CH2:26][CH2:27][C:28]([NH2:29])=[O:33])[C:6]([C@H:12]([CH:23]1[CH2:24][CH2:25]1)[NH:13][C:14]1[C:19]([Cl:20])=[C:18]([NH2:21])[N:17]=[C:16]([NH2:22])[N:15]=1)=[N:7]2.